From a dataset of Reaction yield outcomes from USPTO patents with 853,638 reactions. Predict the reaction yield, written as a fraction of the theoretical maximum amount of product (1.0 means a 100% yield; for example, 0.34 means a 34% yield). (1) The reactants are [CH3:1][C:2]1[CH:3]=[C:4]([OH:17])[CH:5]=[CH:6][C:7]=1[CH2:8][CH2:9][CH2:10][CH2:11][N:12]1[CH:16]=[CH:15][N:14]=[N:13]1.[H-].[Na+].Cl[CH2:21][C:22]1[CH:23]=[CH:24][C:25]([C:28]2[CH:33]=[CH:32][C:31]([Cl:34])=[CH:30][CH:29]=2)=[N:26][CH:27]=1.O. The catalyst is CN(C)C=O. The product is [Cl:34][C:31]1[CH:30]=[CH:29][C:28]([C:25]2[CH:24]=[CH:23][C:22]([CH2:21][O:17][C:4]3[CH:5]=[CH:6][C:7]([CH2:8][CH2:9][CH2:10][CH2:11][N:12]4[CH:16]=[CH:15][N:14]=[N:13]4)=[C:2]([CH3:1])[CH:3]=3)=[CH:27][N:26]=2)=[CH:33][CH:32]=1. The yield is 0.730. (2) The reactants are Cl[C:2]1[N:7]=[C:6]([C:8]2[N:12]3[CH:13]=[CH:14][CH:15]=[CH:16][C:11]3=[N:10][C:9]=2[C:17]2[CH:18]=[C:19]([CH:31]=[CH:32][CH:33]=2)[C:20]([NH:22][C:23]2[C:28]([F:29])=[CH:27][CH:26]=[CH:25][C:24]=2[F:30])=[O:21])[CH:5]=[CH:4][N:3]=1.[CH3:34][O:35][C:36]1[CH:42]=[C:41]([CH:43]2[CH2:48][CH2:47][N:46]([CH2:49][CH2:50][CH3:51])[CH2:45][CH2:44]2)[CH:40]=[CH:39][C:37]=1[NH2:38].C1(C)C=CC(S(O)(=O)=O)=CC=1.C[O-].[Na+]. The catalyst is C(Cl)Cl.CC(O)C. The product is [F:30][C:24]1[CH:25]=[CH:26][CH:27]=[C:28]([F:29])[C:23]=1[NH:22][C:20](=[O:21])[C:19]1[CH:31]=[CH:32][CH:33]=[C:17]([C:9]2[N:10]=[C:11]3[CH:16]=[CH:15][CH:14]=[CH:13][N:12]3[C:8]=2[C:6]2[CH:5]=[CH:4][N:3]=[C:2]([NH:38][C:37]3[CH:39]=[CH:40][C:41]([CH:43]4[CH2:44][CH2:45][N:46]([CH2:49][CH2:50][CH3:51])[CH2:47][CH2:48]4)=[CH:42][C:36]=3[O:35][CH3:34])[N:7]=2)[CH:18]=1. The yield is 0.800. (3) The reactants are [Br:1][C:2]1[CH:3]=[C:4]2[C:9](=[CH:10][CH:11]=1)[N:8]=[CH:7][C:6]([N+:12]([O-:14])=[O:13])=[C:5]2[CH:15](C(OCC)=O)C(OCC)=O.[OH-].[Na+]. The catalyst is Cl. The product is [Br:1][C:2]1[CH:3]=[C:4]2[C:9](=[CH:10][CH:11]=1)[N:8]=[CH:7][C:6]([N+:12]([O-:14])=[O:13])=[C:5]2[CH3:15]. The yield is 0.430. (4) The reactants are [OH:1][C:2]1[CH:7]=[C:6]([CH3:8])[C:5]([C:9]2[CH:14]=[CH:13][CH:12]=[C:11]([CH2:15][O:16][C:17]3[CH:22]=[CH:21][C:20]([C:23]4([CH2:27][C:28]([O:30][CH2:31][CH3:32])=[O:29])[CH2:26][O:25][CH2:24]4)=[CH:19][CH:18]=3)[CH:10]=2)=[C:4]([CH3:33])[CH:3]=1.CC1C=CC(S(O[CH2:45][C:46]([CH3:49])([CH3:48])[CH3:47])(=O)=O)=CC=1.C(=O)([O-])[O-].[Cs+].[Cs+]. The catalyst is CN(C=O)C. The product is [CH3:8][C:6]1[CH:7]=[C:2]([O:1][CH2:45][C:46]([CH3:49])([CH3:48])[CH3:47])[CH:3]=[C:4]([CH3:33])[C:5]=1[C:9]1[CH:14]=[CH:13][CH:12]=[C:11]([CH2:15][O:16][C:17]2[CH:22]=[CH:21][C:20]([C:23]3([CH2:27][C:28]([O:30][CH2:31][CH3:32])=[O:29])[CH2:24][O:25][CH2:26]3)=[CH:19][CH:18]=2)[CH:10]=1. The yield is 0.883. (5) The reactants are [CH3:1][O:2][C:3](=[O:17])[C:4]1[CH:13]=[C:12]([C:14]#[N:15])[C:7]([C:8]([O:10][CH3:11])=[O:9])=[CH:6][C:5]=1Br.[F:18][C:19]1[CH:24]=[C:23]([Si:25]([CH3:28])([CH3:27])[CH3:26])[CH:22]=[CH:21][C:20]=1[NH2:29].P([O-])([O-])([O-])=O.[K+].[K+].[K+]. The catalyst is O1CCOCC1.C1C=CC(/C=C/C(/C=C/C2C=CC=CC=2)=O)=CC=1.C1C=CC(/C=C/C(/C=C/C2C=CC=CC=2)=O)=CC=1.C1C=CC(/C=C/C(/C=C/C2C=CC=CC=2)=O)=CC=1.[Pd].[Pd].C1(P(C2C=CC=CC=2)C2C3OC4C(=CC=CC=4P(C4C=CC=CC=4)C4C=CC=CC=4)C(C)(C)C=3C=CC=2)C=CC=CC=1. The product is [CH3:11][O:10][C:8](=[O:9])[C:7]1[CH:6]=[C:5]([NH:29][C:20]2[CH:21]=[CH:22][C:23]([Si:25]([CH3:27])([CH3:26])[CH3:28])=[CH:24][C:19]=2[F:18])[C:4]([C:3]([O:2][CH3:1])=[O:17])=[CH:13][C:12]=1[C:14]#[N:15]. The yield is 0.600. (6) The catalyst is Cl. The reactants are C[O:2][C:3](=[O:29])[CH2:4][O:5][C:6]1[CH:15]=[C:14]2[C:9]([C:10](=[O:28])[C:11]([C:16]3[CH:21]=[CH:20][C:19]([O:22][CH2:23][C:24]([O:26]C)=[O:25])=[CH:18][CH:17]=3)=[CH:12][O:13]2)=[CH:8][CH:7]=1. The yield is 0.861. The product is [C:24]([CH2:23][O:22][C:19]1[CH:18]=[CH:17][C:16]([C:11]2[C:10](=[O:28])[C:9]3[C:14](=[CH:15][C:6]([O:5][CH2:4][C:3]([OH:29])=[O:2])=[CH:7][CH:8]=3)[O:13][CH:12]=2)=[CH:21][CH:20]=1)([OH:26])=[O:25]. (7) The reactants are C([Li])CCC.Br[C:7]1[CH:15]=[CH:14][C:13]([Br:16])=[CH:12][C:8]=1[C:9]([OH:11])=[O:10].[CH3:17][N:18]1[CH2:23][CH2:22][CH2:21][CH2:20][C:19]1=O.O. The catalyst is C1COCC1.CCCCCC.CCOCC. The product is [Br:16][C:13]1[CH:14]=[CH:15][C:7]2[C:21]3([O:11][C:9](=[O:10])[C:8]=2[CH:12]=1)[CH2:22][CH2:23][N:18]([CH3:17])[CH2:19][CH2:20]3. The yield is 0.200.